From a dataset of Ames mutagenicity test results for genotoxicity prediction. Regression/Classification. Given a drug SMILES string, predict its toxicity properties. Task type varies by dataset: regression for continuous values (e.g., LD50, hERG inhibition percentage) or binary classification for toxic/non-toxic outcomes (e.g., AMES mutagenicity, cardiotoxicity, hepatotoxicity). Dataset: ames. (1) The molecule is O=C(O)/C=C/c1ccc([N+](=O)[O-])o1. The result is 1 (mutagenic). (2) The drug is Nc1ccc2ccc3cccc4ccc1c2c34. The result is 1 (mutagenic).